This data is from Forward reaction prediction with 1.9M reactions from USPTO patents (1976-2016). The task is: Predict the product of the given reaction. (1) Given the reactants [NH2:1][C:2]1[CH:3]=[C:4]([C:8]#[C:9][C:10]2[CH:15]=[C:14]([NH:16][C:17](=[O:23])[O:18][C:19]([CH3:22])([CH3:21])[CH3:20])[CH:13]=[CH:12][N:11]=2)[CH:5]=[CH:6][CH:7]=1, predict the reaction product. The product is: [NH2:1][C:2]1[CH:3]=[C:4](/[CH:8]=[CH:9]\[C:10]2[CH:15]=[C:14]([NH:16][C:17](=[O:23])[O:18][C:19]([CH3:21])([CH3:20])[CH3:22])[CH:13]=[CH:12][N:11]=2)[CH:5]=[CH:6][CH:7]=1. (2) Given the reactants [C:1]([O:5][C:6]([N:8]1[CH2:13][CH2:12][CH2:11][CH2:10][C@H:9]1[CH2:14][NH2:15])=[O:7])([CH3:4])([CH3:3])[CH3:2].Cl[C:17]1[C:22]([C:23]#[N:24])=[CH:21][CH:20]=[CH:19][N:18]=1, predict the reaction product. The product is: [C:1]([O:5][C:6]([N:8]1[CH2:13][CH2:12][CH2:11][CH2:10][C@H:9]1[CH2:14][NH:15][C:17]1[C:22]([C:23]#[N:24])=[CH:21][CH:20]=[CH:19][N:18]=1)=[O:7])([CH3:4])([CH3:3])[CH3:2].